Dataset: Reaction yield outcomes from USPTO patents with 853,638 reactions. Task: Predict the reaction yield, written as a fraction of the theoretical maximum amount of product (1.0 means a 100% yield; for example, 0.34 means a 34% yield). (1) The reactants are [I:1][C:2]1[CH:3]=[C:4]([CH:6]=[CH:7][CH:8]=1)[NH2:5].[CH3:9][S:10](O[S:10]([CH3:9])(=[O:12])=[O:11])(=[O:12])=[O:11].NC1C=CC=CC=1. The catalyst is N1C=CC=CC=1. The product is [I:1][C:2]1[CH:3]=[C:4]([NH:5][S:10]([CH3:9])(=[O:12])=[O:11])[CH:6]=[CH:7][CH:8]=1. The yield is 0.890. (2) The reactants are [F:1][C:2]1[CH:7]=[C:6]([F:8])[CH:5]=[CH:4][C:3]=1[SH:9].F[C:11]1[CH:16]=[CH:15][CH:14]=[CH:13][C:12]=1[N+:17]([O-:19])=[O:18].[F:20][C:21]1[CH:26]=[C:25]([F:27])[CH:24]=[CH:23][C:22]=1[S:28][C:29]1[CH:35]=[CH:34][CH:33]=[CH:32][C:30]=1[NH2:31].[NH2:36][C:37]1SC=[CH:40][N:41]=1. No catalyst specified. The product is [F:1][C:2]1[CH:7]=[C:6]([F:8])[CH:5]=[CH:4][C:3]=1[S:9][C:11]1[CH:16]=[CH:15][CH:14]=[CH:13][C:12]=1[N+:17]([O-:19])=[O:18].[F:20][C:21]1[CH:26]=[C:25]([F:27])[CH:24]=[CH:23][C:22]=1[S:28][C:29]1[CH:35]=[CH:34][CH:33]=[CH:32][C:30]=1[NH:31][C:40]([NH:41][C:37]1[S:9][CH:3]=[CH:2][N:36]=1)=[O:18]. The yield is 0.780. (3) The reactants are C([O:3][C:4](=O)[CH2:5][C:6]1[CH:7]=[C:8]2[C:14]3([CH2:19][CH2:18][N:17]([C:20]([O:22][C:23]([CH3:26])([CH3:25])[CH3:24])=[O:21])[CH2:16][CH2:15]3)[CH2:13][N:12]([C:27]3[C:28]4[C@H:35]([CH3:36])[CH2:34][CH2:33][C:29]=4[N:30]=[CH:31][N:32]=3)[C:9]2=[CH:10][CH:11]=1)C.CC(C[AlH]CC(C)C)C.[C@H](O)(C([O-])=O)[C@@H](O)C([O-])=O.[Na+].[K+]. The catalyst is C1COCC1. The product is [OH:3][CH2:4][CH2:5][C:6]1[CH:7]=[C:8]2[C:14]3([CH2:19][CH2:18][N:17]([C:20]([O:22][C:23]([CH3:26])([CH3:24])[CH3:25])=[O:21])[CH2:16][CH2:15]3)[CH2:13][N:12]([C:27]3[C:28]4[C@H:35]([CH3:36])[CH2:34][CH2:33][C:29]=4[N:30]=[CH:31][N:32]=3)[C:9]2=[CH:10][CH:11]=1. The yield is 0.590. (4) The reactants are [NH4+].[N:2]#[C:3][S-:4].[NH2:5][C:6]1[C:7]([CH3:12])=[CH:8][CH:9]=[CH:10][CH:11]=1.N. The catalyst is Cl.O. The product is [CH3:12][C:7]1[CH:8]=[CH:9][CH:10]=[CH:11][C:6]=1[NH:5][C:3]([NH2:2])=[S:4]. The yield is 0.100. (5) The reactants are [CH2:1]=[C:2]([C:4]1[CH:5]=[CH:6][C:7]([NH2:10])=[N:8][CH:9]=1)[CH3:3]. The catalyst is CO.[Pd]. The product is [CH3:1][CH:2]([C:4]1[CH:5]=[CH:6][C:7]([NH2:10])=[N:8][CH:9]=1)[CH3:3]. The yield is 0.960.